From a dataset of Forward reaction prediction with 1.9M reactions from USPTO patents (1976-2016). Predict the product of the given reaction. (1) Given the reactants [Br:1][C:2]1[C:3]([CH3:9])=[C:4]([CH:6]=[CH:7][CH:8]=1)[NH2:5].CO[CH:12]=[C:13]1[C:18](=[O:19])[O:17][C:16]([CH3:21])([CH3:20])[O:15][C:14]1=[O:22], predict the reaction product. The product is: [Br:1][C:2]1[C:3]([CH3:9])=[C:4]([NH:5][CH:12]=[C:13]2[C:14](=[O:22])[O:15][C:16]([CH3:20])([CH3:21])[O:17][C:18]2=[O:19])[CH:6]=[CH:7][CH:8]=1. (2) Given the reactants [CH2:1]1[C:10]2[C:5](=[CH:6][CH:7]=[CH:8][CH:9]=2)[CH2:4][C:3](=[O:11])[O:2]1.[BrH:12], predict the reaction product. The product is: [Br:12][CH2:1][C:10]1[CH:9]=[CH:8][CH:7]=[CH:6][C:5]=1[CH2:4][C:3]([OH:2])=[O:11]. (3) Given the reactants FC(F)(F)S(O[C:7]1[CH:16]=[CH:15][C:14]2[CH2:13][CH2:12][C@H:11]([NH:17][C:18]([O:20][CH2:21][C:22]3[CH:27]=[CH:26][CH:25]=[CH:24][CH:23]=3)=[O:19])[CH2:10][C:9]=2[CH:8]=1)(=O)=O.[CH3:30][O:31][C:32]([C:34]1[CH:39]=[CH:38][C:37](B(O)O)=[CH:36][CH:35]=1)=[O:33].C(=O)([O-])[O-].[Na+].[Na+], predict the reaction product. The product is: [CH2:21]([O:20][C:18]([NH:17][C@@H:11]1[CH2:10][C:9]2[CH:8]=[C:7]([C:37]3[CH:38]=[CH:39][C:34]([C:32]([O:31][CH3:30])=[O:33])=[CH:35][CH:36]=3)[CH:16]=[CH:15][C:14]=2[CH2:13][CH2:12]1)=[O:19])[C:22]1[CH:27]=[CH:26][CH:25]=[CH:24][CH:23]=1. (4) Given the reactants [O:1]=[C:2]1[CH:7]=[C:6]([C:8]([O:10][CH3:11])=[O:9])[CH:5]=[CH:4][NH:3]1.[F:12][C:13]1[CH:14]=[C:15](B(O)O)[CH:16]=[CH:17][CH:18]=1.N1C=CC=CC=1.CC1(C)N([O])C(C)(C)CCC1, predict the reaction product. The product is: [F:12][C:13]1[CH:18]=[C:17]([N:3]2[CH:4]=[CH:5][C:6]([C:8]([O:10][CH3:11])=[O:9])=[CH:7][C:2]2=[O:1])[CH:16]=[CH:15][CH:14]=1. (5) The product is: [Cl:5][C:6]1[C:7]([CH2:35][N:36]2[CH2:37][CH2:38][N:39]([CH2:2][C:3]#[N:4])[CH2:40][CH2:41]2)=[C:8]([C:31]([F:34])([F:32])[F:33])[CH:9]=[C:10]2[C:15]=1[NH:14][C:13](=[O:16])[N:12]([CH2:17][C:18]1[CH:23]=[C:22]([Cl:24])[CH:21]=[CH:20][C:19]=1[S:25]([CH2:28][CH3:29])(=[O:27])=[O:26])[C:11]2=[O:30]. Given the reactants I[CH2:2][C:3]#[N:4].[Cl:5][C:6]1[C:7]([CH2:35][N:36]2[CH2:41][CH2:40][NH:39][CH2:38][CH2:37]2)=[C:8]([C:31]([F:34])([F:33])[F:32])[CH:9]=[C:10]2[C:15]=1[NH:14][C:13](=[O:16])[N:12]([CH2:17][C:18]1[CH:23]=[C:22]([Cl:24])[CH:21]=[CH:20][C:19]=1[S:25]([CH2:28][CH3:29])(=[O:27])=[O:26])[C:11]2=[O:30].CCN(C(C)C)C(C)C.C(OCC)(=O)C, predict the reaction product. (6) Given the reactants [CH:1]1([C@@:7]([OH:17])([C:11]2[CH:16]=[CH:15][CH:14]=[CH:13][CH:12]=2)[C:8]([OH:10])=[O:9])[CH2:6][CH2:5][CH2:4][CH2:3]C1.C([C@H]1OC(=O)[C@@](C2(O)CCCC2)(C2C=CC=CC=2)O1)(C)(C)C, predict the reaction product. The product is: [CH:1]1([C@@:7]([OH:17])([C:11]2[CH:12]=[CH:13][CH:14]=[CH:15][CH:16]=2)[C:8]([OH:10])=[O:9])[CH2:3][CH2:4][CH2:5][CH2:6]1.